Dataset: Forward reaction prediction with 1.9M reactions from USPTO patents (1976-2016). Task: Predict the product of the given reaction. Given the reactants [Br:1][C:2]1[CH:10]=[CH:9][C:8]([F:11])=[C:7]2[C:3]=1[C:4]([CH2:12][CH:13]=[O:14])=[CH:5][NH:6]2.[CH3:15][Mg+].[Br-], predict the reaction product. The product is: [Br:1][C:2]1[CH:10]=[CH:9][C:8]([F:11])=[C:7]2[C:3]=1[C:4]([CH2:12][CH:13]([OH:14])[CH3:15])=[CH:5][NH:6]2.